Dataset: Rat liver microsome stability data. Task: Regression/Classification. Given a drug SMILES string, predict its absorption, distribution, metabolism, or excretion properties. Task type varies by dataset: regression for continuous measurements (e.g., permeability, clearance, half-life) or binary classification for categorical outcomes (e.g., BBB penetration, CYP inhibition). Dataset: rlm. The drug is Cc1cc(-c2cccc(OCCn3c([N+](=O)[O-])cnc3C)c2)nc2ccccc12. The result is 0 (unstable in rat liver microsomes).